From a dataset of Reaction yield outcomes from USPTO patents with 853,638 reactions. Predict the reaction yield, written as a fraction of the theoretical maximum amount of product (1.0 means a 100% yield; for example, 0.34 means a 34% yield). (1) The reactants are [NH3:1].[F:2][CH:3]([F:20])[C:4]1[N:5]=[CH:6][N:7]([C:9]2[CH:14]=[CH:13][C:12]([N:15]=[C:16]=[S:17])=[CH:11][C:10]=2[O:18][CH3:19])[CH:8]=1. No catalyst specified. The yield is 0.870. The product is [F:20][CH:3]([F:2])[C:4]1[N:5]=[CH:6][N:7]([C:9]2[CH:14]=[CH:13][C:12]([NH:15][C:16]([NH2:1])=[S:17])=[CH:11][C:10]=2[O:18][CH3:19])[CH:8]=1. (2) The reactants are [N:1]1([C:7]([O:9][C:10]([CH3:13])([CH3:12])[CH3:11])=[O:8])[CH2:6][CH2:5][NH:4][CH2:3][CH2:2]1.[CH:14]([S:16]([CH3:19])(=[O:18])=[O:17])=[CH2:15].C([O-])([O-])=O.[Na+].[Na+].O. The catalyst is C(#N)C. The product is [CH3:19][S:16]([CH2:14][CH2:15][N:4]1[CH2:5][CH2:6][N:1]([C:7]([O:9][C:10]([CH3:13])([CH3:12])[CH3:11])=[O:8])[CH2:2][CH2:3]1)(=[O:18])=[O:17]. The yield is 0.930.